This data is from Catalyst prediction with 721,799 reactions and 888 catalyst types from USPTO. The task is: Predict which catalyst facilitates the given reaction. (1) Reactant: [N:1]1([C:5]2[N:10]=[C:9]([CH2:11][N:12]3[C@@H:16]([CH3:17])[C@@H:15]([C:18]4[CH:23]=[C:22]([Cl:24])[CH:21]=[C:20]([Cl:25])[CH:19]=4)[O:14][C:13]3=[O:26])[C:8]([C:27]3[CH:28]=[C:29]([C:35]4[CH:40]=[CH:39][C:38]([C:41]([O:43]C)=[O:42])=[CH:37][C:36]=4[CH3:45])[CH:30]=[CH:31][C:32]=3[O:33][CH3:34])=[CH:7][N:6]=2)[CH2:4][CH2:3][CH2:2]1.[Li+].[OH-].C(O)(C(F)(F)F)=O. Product: [N:1]1([C:5]2[N:10]=[C:9]([CH2:11][N:12]3[C@@H:16]([CH3:17])[C@@H:15]([C:18]4[CH:19]=[C:20]([Cl:25])[CH:21]=[C:22]([Cl:24])[CH:23]=4)[O:14][C:13]3=[O:26])[C:8]([C:27]3[CH:28]=[C:29]([C:35]4[CH:40]=[CH:39][C:38]([C:41]([OH:43])=[O:42])=[CH:37][C:36]=4[CH3:45])[CH:30]=[CH:31][C:32]=3[O:33][CH3:34])=[CH:7][N:6]=2)[CH2:4][CH2:3][CH2:2]1. The catalyst class is: 12. (2) Reactant: [C:1]([S:4][CH2:5][CH2:6][NH:7][C:8](=[O:51])[CH2:9][CH2:10][NH:11][C:12](=[O:50])[C@H:13]([OH:49])[C:14]([CH3:48])([CH3:47])[CH2:15][O:16][P:17]([OH:46])(=[O:45])[O:18][P:19]([OH:44])(=[O:43])[O:20][CH2:21][C@H:22]1[O:26][C@@H:25]([N:27]2[C:36]3[N:35]=[CH:34][N:33]=[C:31]([NH2:32])[C:30]=3[N:29]=[CH:28]2)[C@H:24]([OH:37])[C@@H:23]1[O:38][P:39]([OH:42])([OH:41])=[O:40])(=[O:3])[CH3:2].[CH2:52](O)C.C(OCC)(=O)C=C. Product: [C:1]([S:4][CH2:5][CH2:6][NH:7][C:8](=[O:51])[CH2:9][CH2:10][NH:11][C:12](=[O:50])[C@H:13]([OH:49])[C:14]([CH3:47])([CH3:48])[CH2:15][O:16][P:17]([OH:46])(=[O:45])[O:18][P:19]([OH:44])(=[O:43])[O:20][CH2:21][C@H:22]1[O:26][C@@H:25]([N:27]2[C:36]3[N:35]=[CH:34][N:33]=[C:31]([NH2:32])[C:30]=3[N:29]=[CH:28]2)[C@H:24]([OH:37])[C@@H:23]1[O:38][P:39]([OH:42])([OH:41])=[O:40])(=[O:3])[CH:2]=[CH2:52]. The catalyst class is: 6. (3) Reactant: CS[C:3]([N:6]1[CH2:11][CH2:10][CH2:9][CH2:8][CH:7]1[C:12]1[N:13]=[N:14][N:15]([C:17]2[CH:22]=[CH:21][CH:20]=[C:19]([Cl:23])[CH:18]=2)[N:16]=1)=[N:4][CH3:5].[CH3:24][N:25]([CH2:27][C:28]1[CH:37]=[CH:36][C:31]([C:32]([NH:34][NH2:35])=O)=[CH:30][CH:29]=1)[CH3:26]. Product: [Cl:23][C:19]1[CH:18]=[C:17]([N:15]2[N:14]=[N:13][C:12]([CH:7]3[CH2:8][CH2:9][CH2:10][CH2:11][N:6]3[C:3]3[N:4]([CH3:5])[C:32]([C:31]4[CH:36]=[CH:37][C:28]([CH2:27][N:25]([CH3:26])[CH3:24])=[CH:29][CH:30]=4)=[N:34][N:35]=3)=[N:16]2)[CH:22]=[CH:21][CH:20]=1. The catalyst class is: 162. (4) Reactant: [OH-].[K+].[Br:3][C:4]1[CH:17]=[CH:16][C:7]([CH2:8][O:9][CH2:10][C:11]([F:15])([F:14])[CH2:12][OH:13])=[CH:6][CH:5]=1.I[CH:19]([CH3:21])[CH3:20]. Product: [Br:3][C:4]1[CH:17]=[CH:16][C:7]([CH2:8][O:9][CH2:10][C:11]([F:14])([F:15])[CH2:12][O:13][CH:19]([CH3:21])[CH3:20])=[CH:6][CH:5]=1. The catalyst class is: 58. (5) Product: [C:8]([O:12][C:13]([NH:14][C@@H:15]1[CH2:19][CH2:18][N:17]([CH2:2][B-:3]([F:6])([F:5])[F:4])[CH2:16]1)=[O:20])([CH3:11])([CH3:9])[CH3:10].[K+:7]. The catalyst class is: 1. Reactant: Br[CH2:2][B-:3]([F:6])([F:5])[F:4].[K+:7].[C:8]([O:12][C:13](=[O:20])[NH:14][C@@H:15]1[CH2:19][CH2:18][NH:17][CH2:16]1)([CH3:11])([CH3:10])[CH3:9].CC(C)=O.C(=O)([O-])[O-].[K+].[K+]. (6) Reactant: O[C:2]1[CH:3]=[C:4]([CH:8]=[CH:9][C:10]=1[NH:11][C:12](=[O:30])[CH2:13][CH2:14][NH:15][S:16]([C:19]1[CH:24]=[CH:23][C:22]([CH2:25][CH2:26][CH2:27][CH2:28][CH3:29])=[CH:21][CH:20]=1)(=[O:18])=[O:17])[C:5]([OH:7])=[O:6]. The catalyst class is: 15. Product: [CH2:25]([C:22]1[CH:21]=[CH:20][C:19]([S:16]([NH:15][CH2:14][CH2:13][C:12]2[O:30][C:9]3[CH:8]=[C:4]([C:5]([OH:7])=[O:6])[CH:3]=[CH:2][C:10]=3[N:11]=2)(=[O:18])=[O:17])=[CH:24][CH:23]=1)[CH2:26][CH2:27][CH2:28][CH3:29].